Predict which catalyst facilitates the given reaction. From a dataset of Catalyst prediction with 721,799 reactions and 888 catalyst types from USPTO. (1) Reactant: [NH2:1][CH2:2][C:3]1[C:8]([CH2:9][CH3:10])=[N:7][C:6]2[N:11]([CH2:14][CH3:15])[N:12]=[CH:13][C:5]=2[C:4]=1[NH:16][CH:17]1[CH2:22][CH2:21][O:20][CH2:19][CH2:18]1.CC(OC([N:30]1[CH2:35][CH2:34][N:33]([CH2:36][C:37]2[CH:38]=[C:39]([C:43]3[C:48]([F:49])=[CH:47][CH:46]=[C:45]([CH2:50][NH:51][S:52]([C:55]4[CH:56]=[C:57]([CH:61]=[CH:62][CH:63]=4)[C:58](O)=[O:59])(=[O:54])=[O:53])[CH:44]=3)[CH:40]=[CH:41][CH:42]=2)[CH2:32][CH2:31]1)=O)(C)C.CN(C(ON1N=NC2C=CC=CC1=2)=[N+](C)C)C.F[P-](F)(F)(F)(F)F.CCN(CC)CC. Product: [CH2:14]([N:11]1[C:6]2=[N:7][C:8]([CH2:9][CH3:10])=[C:3]([CH2:2][NH:1][C:58](=[O:59])[C:57]3[CH:61]=[CH:62][CH:63]=[C:55]([S:52]([NH:51][CH2:50][C:45]4[CH:44]=[C:43]([C:39]5[CH:40]=[CH:41][CH:42]=[C:37]([CH2:36][N:33]6[CH2:34][CH2:35][NH:30][CH2:31][CH2:32]6)[CH:38]=5)[C:48]([F:49])=[CH:47][CH:46]=4)(=[O:54])=[O:53])[CH:56]=3)[C:4]([NH:16][CH:17]3[CH2:18][CH2:19][O:20][CH2:21][CH2:22]3)=[C:5]2[CH:13]=[N:12]1)[CH3:15]. The catalyst class is: 2. (2) Reactant: CC1C=CC(S(O[CH2:12][C@@H:13]2[O:26][C:17]3=[C:18]4[C:23](=[CH:24][CH:25]=[C:16]3[O:15][CH2:14]2)[N:22]=[CH:21][CH:20]=[N:19]4)(=O)=O)=CC=1.[F:27][C:28]1[CH:29]=[C:30]2[C:34](=[CH:35][CH:36]=1)[NH:33][CH:32]=[C:31]2[C:37]1[CH2:38][CH2:39][NH:40][CH2:41][CH:42]=1. Product: [F:27][C:28]1[CH:29]=[C:30]2[C:34](=[CH:35][CH:36]=1)[NH:33][CH:32]=[C:31]2[C:37]1[CH2:38][CH2:39][N:40]([CH2:12][CH:13]2[O:26][C:17]3=[C:18]4[C:23](=[CH:24][CH:25]=[C:16]3[O:15][CH2:14]2)[N:22]=[CH:21][CH:20]=[N:19]4)[CH2:41][CH:42]=1. The catalyst class is: 148. (3) Product: [C:1]([C:3]1[CH:4]=[C:5]([C:13]2[N:14]=[CH:15][C:16]([C:19]3[C:20]([O:33][CH3:34])=[C:21]([CH2:25][CH2:26][CH2:27][C:28]([OH:30])=[O:29])[CH:22]=[CH:23][CH:24]=3)=[CH:17][N:18]=2)[CH:6]=[CH:7][C:8]=1[O:9][CH:10]([CH3:12])[CH3:11])#[N:2]. The catalyst class is: 252. Reactant: [C:1]([C:3]1[CH:4]=[C:5]([C:13]2[N:18]=[CH:17][C:16]([C:19]3[C:20]([O:33][CH3:34])=[C:21]([CH2:25][CH2:26][CH2:27][C:28]([O:30]CC)=[O:29])[CH:22]=[CH:23][CH:24]=3)=[CH:15][N:14]=2)[CH:6]=[CH:7][C:8]=1[O:9][CH:10]([CH3:12])[CH3:11])#[N:2].[OH-].[Li+].CC(O)=O.